Dataset: Acute oral toxicity (LD50) regression data from Zhu et al.. Task: Regression/Classification. Given a drug SMILES string, predict its toxicity properties. Task type varies by dataset: regression for continuous values (e.g., LD50, hERG inhibition percentage) or binary classification for toxic/non-toxic outcomes (e.g., AMES mutagenicity, cardiotoxicity, hepatotoxicity). Dataset: ld50_zhu. (1) The drug is c1ccc(Oc2nncc3ccccc23)cc1. The rat oral LD50 is 2.35, given as -log10 of the dose in mol/kg body weight (higher means more acutely toxic). (2) The molecule is CC(=O)SCC(=O)Nc1nc2ccccc2s1. The rat oral LD50 is 2.82, given as -log10 of the dose in mol/kg body weight (higher means more acutely toxic). (3) The compound is CCN(N=O)C(C)C. The rat oral LD50 is 2.02, given as -log10 of the dose in mol/kg body weight (higher means more acutely toxic). (4) The molecule is COP(=S)(OC)Oc1ccc(Sc2ccc(OP(=S)(OC)OC)c(C)c2)cc1C. The rat oral LD50 is 3.30, given as -log10 of the dose in mol/kg body weight (higher means more acutely toxic).